The task is: Predict the reaction yield, written as a fraction of the theoretical maximum amount of product (1.0 means a 100% yield; for example, 0.34 means a 34% yield).. This data is from Reaction yield outcomes from USPTO patents with 853,638 reactions. (1) The product is [Cl:34][C:35]1[CH:40]=[C:39]([C:2]2[C:22]([O:23][CH3:24])=[CH:21][C:5]3[N:6]([CH3:20])[C:7](=[O:19])[CH2:8][N:9]=[C:10]([C:11]4[CH:12]=[C:13]([CH:16]=[CH:17][CH:18]=4)[C:14]#[N:15])[C:4]=3[CH:3]=2)[CH:38]=[CH:37][CH:36]=1. The yield is 0.360. The reactants are Br[C:2]1[C:22]([O:23][CH3:24])=[CH:21][C:5]2[N:6]([CH3:20])[C:7](=[O:19])[CH2:8][N:9]=[C:10]([C:11]3[CH:12]=[C:13]([CH:16]=[CH:17][CH:18]=3)[C:14]#[N:15])[C:4]=2[CH:3]=1.C1(B(O)O)C=CC=CC=1.[Cl:34][C:35]1[CH:36]=[C:37](B(O)O)[CH:38]=[CH:39][CH:40]=1. No catalyst specified. (2) The reactants are [F:1][C:2]1[CH:3]=[C:4]([C:22]2[CH:26]=[CH:25][NH:24][CH:23]=2)[C:5]2[O:9][C:8]([C:10](=[O:12])[CH3:11])=[C:7]([CH2:13][C:14]3[CH:19]=[CH:18][CH:17]=[C:16]([F:20])[CH:15]=3)[C:6]=2[CH:21]=1.[C:27](O[C:27]([O:29][C:30]([CH3:33])([CH3:32])[CH3:31])=[O:28])([O:29][C:30]([CH3:33])([CH3:32])[CH3:31])=[O:28]. The catalyst is CN(C1C=CN=CC=1)C.C(#N)C. The product is [C:30]([O:29][C:27]([N:24]1[CH:25]=[CH:26][C:22]([C:4]2[C:5]3[O:9][C:8]([C:10](=[O:12])[CH3:11])=[C:7]([CH2:13][C:14]4[CH:19]=[CH:18][CH:17]=[C:16]([F:20])[CH:15]=4)[C:6]=3[CH:21]=[C:2]([F:1])[CH:3]=2)=[CH:23]1)=[O:28])([CH3:33])([CH3:32])[CH3:31]. The yield is 1.00. (3) The reactants are Cl[C:2]1[N:7]=[C:6]([NH:8][CH2:9][C:10]([F:13])([F:12])[F:11])[C:5]([N+:14]([O-:16])=[O:15])=[CH:4][CH:3]=1.[H-].[Na+].[CH:19]([OH:22])([CH3:21])[CH3:20]. No catalyst specified. The product is [CH:19]([O:22][C:2]1[N:7]=[C:6]([NH:8][CH2:9][C:10]([F:13])([F:12])[F:11])[C:5]([N+:14]([O-:16])=[O:15])=[CH:4][CH:3]=1)([CH3:21])[CH3:20]. The yield is 0.400. (4) The reactants are [NH:1]1[C:5]2[CH:6]=[CH:7][CH:8]=[CH:9][C:4]=2[N:3]=[C:2]1[CH2:10][N:11]([CH:21]1[C:30]2[N:29]=[CH:28][CH:27]=[CH:26][C:25]=2[CH2:24][CH2:23][CH2:22]1)[CH2:12][C:13]1[CH:18]=[CH:17][C:16]([CH2:19][NH2:20])=[CH:15][CH:14]=1.[C:31]([O:35][C:36]([NH:38][C:39](N1C=CC=N1)=[N:40][C:41]([O:43][C:44]([CH3:47])([CH3:46])[CH3:45])=[O:42])=[O:37])([CH3:34])([CH3:33])[CH3:32].C(=O)([O-])[O-].[K+].[K+]. The catalyst is C1COCC1.[NH4+].[Cl-]. The product is [C:44]([O:43][C:41]([NH:40][C:39](=[N:38][C:36]([O:35][C:31]([CH3:34])([CH3:33])[CH3:32])=[O:37])[NH:20][CH2:19][C:16]1[CH:15]=[CH:14][C:13]([CH2:12][N:11]([CH2:10][C:2]2[NH:3][C:4]3[CH:9]=[CH:8][CH:7]=[CH:6][C:5]=3[N:1]=2)[CH:21]2[C:30]3[N:29]=[CH:28][CH:27]=[CH:26][C:25]=3[CH2:24][CH2:23][CH2:22]2)=[CH:18][CH:17]=1)=[O:42])([CH3:47])([CH3:46])[CH3:45]. The yield is 0.670. (5) The yield is 0.730. The product is [C:33]([O:32][C:30]([N:27]1[CH2:26][CH2:25][N:24]([C:16]2[S:17][C:18]([C:19]([O:21][CH2:22][CH3:23])=[O:20])=[C:14]([C:11]3[CH:12]=[CH:13][C:8]([O:1][C:2]4[CH:7]=[CH:6][CH:5]=[CH:4][CH:3]=4)=[CH:9][CH:10]=3)[N:15]=2)[CH2:29][CH2:28]1)=[O:31])([CH3:36])([CH3:35])[CH3:34]. The reactants are [O:1]([C:8]1[CH:13]=[CH:12][C:11]([C:14]2[N:15]=[C:16]([N:24]3[CH2:29][CH2:28][NH:27][CH2:26][CH2:25]3)[S:17][C:18]=2[C:19]([O:21][CH2:22][CH3:23])=[O:20])=[CH:10][CH:9]=1)[C:2]1[CH:7]=[CH:6][CH:5]=[CH:4][CH:3]=1.[C:30](O[C:30]([O:32][C:33]([CH3:36])([CH3:35])[CH3:34])=[O:31])([O:32][C:33]([CH3:36])([CH3:35])[CH3:34])=[O:31]. No catalyst specified.